This data is from Reaction yield outcomes from USPTO patents with 853,638 reactions. The task is: Predict the reaction yield, written as a fraction of the theoretical maximum amount of product (1.0 means a 100% yield; for example, 0.34 means a 34% yield). The reactants are Br[CH2:2][C:3]#[N:4].C(N(C(C)C)C(C)C)C.[CH2:14]([S:21][C:22](=[O:35])[CH2:23][C@H:24]([NH:28][C:29](=[O:34])[CH2:30][CH2:31][CH:32]=[CH2:33])[C:25]([OH:27])=[O:26])[C:15]1[CH:20]=[CH:19][CH:18]=[CH:17][CH:16]=1.[Cl-].[NH4+]. The catalyst is CS(C)=O. The product is [CH2:14]([S:21][C:22](=[O:35])[CH2:23][C@H:24]([NH:28][C:29](=[O:34])[CH2:30][CH2:31][CH:32]=[CH2:33])[C:25]([O:27][CH2:2][C:3]#[N:4])=[O:26])[C:15]1[CH:16]=[CH:17][CH:18]=[CH:19][CH:20]=1. The yield is 0.790.